This data is from Catalyst prediction with 721,799 reactions and 888 catalyst types from USPTO. The task is: Predict which catalyst facilitates the given reaction. (1) Reactant: [CH3:1][CH:2]1[CH2:7][C:6](=O)[CH2:5][CH2:4][N:3]1[C:9]([O:11][C:12]([CH3:15])([CH3:14])[CH3:13])=[O:10].[CH2:16]([CH2:18][NH2:19])[OH:17].C(O)(=O)C.C(O[BH-](OC(=O)C)OC(=O)C)(=O)C.[Na+]. Product: [OH:17][CH2:16][CH2:18][NH:19][CH:6]1[CH2:5][CH2:4][N:3]([C:9]([O:11][C:12]([CH3:15])([CH3:14])[CH3:13])=[O:10])[CH:2]([CH3:1])[CH2:7]1. The catalyst class is: 24. (2) Reactant: C(OC([N:8]1[CH2:13][CH2:12][CH2:11][C:10](=O)[CH2:9]1)=O)(C)(C)C.[C-]#N.[K+].[C:18](=[O:21])([O-])[O-].[NH4+:22].[NH4+:23].[CH2:24]([OH:26])C. Product: [C:18]1(=[O:21])[C:10]2([CH2:9][NH:8][CH2:13][CH2:12][CH2:11]2)[NH:23][C:24](=[O:26])[NH:22]1. The catalyst class is: 6. (3) Reactant: [Na+].[C:2]([C:4]1[CH:5]=[C:6]([C:14]2[S:18][C:17]([C:19]3[C:20]([CH3:35])=[C:21]4[C:26](=[CH:27][CH:28]=3)[CH2:25][N:24]([CH2:29][CH2:30][CH2:31][C:32]([O-])=[O:33])[CH2:23][CH2:22]4)=[N:16][N:15]=2)[CH:7]=[CH:8][C:9]=1[O:10][CH:11]([CH3:13])[CH3:12])#[N:3].C([N:38](CC)CC)C.C(Cl)CCl. Product: [C:2]([C:4]1[CH:5]=[C:6]([C:14]2[S:18][C:17]([C:19]3[C:20]([CH3:35])=[C:21]4[C:26](=[CH:27][CH:28]=3)[CH2:25][N:24]([CH2:29][CH2:30][CH2:31][C:32]([NH2:38])=[O:33])[CH2:23][CH2:22]4)=[N:16][N:15]=2)[CH:7]=[CH:8][C:9]=1[O:10][CH:11]([CH3:13])[CH3:12])#[N:3]. The catalyst class is: 2.